This data is from Full USPTO retrosynthesis dataset with 1.9M reactions from patents (1976-2016). The task is: Predict the reactants needed to synthesize the given product. (1) Given the product [Br:1][C:2]1[CH:11]=[C:10]2[C:5]([CH:6]=[CH:7][N:8]=[C:9]2[C:17]#[N:18])=[CH:4][C:3]=1[O:13][CH3:14], predict the reactants needed to synthesize it. The reactants are: [Br:1][C:2]1[CH:11]=[C:10]2[C:5]([CH:6]=[CH:7][N+:8]([O-])=[CH:9]2)=[CH:4][C:3]=1[O:13][CH3:14].C[Si](C)(C)[C:17]#[N:18]. (2) Given the product [ClH:1].[F:12][C:13]1[CH:26]=[CH:25][CH:24]=[C:23]([F:27])[C:14]=1[O:15][C:16]1[CH:21]=[CH:20][N:19]=[C:18]([NH:22][C:9]2[S:10][C:2]3[C:7]([N:8]=2)=[CH:6][CH:5]=[C:4]([CH3:11])[N:3]=3)[CH:17]=1, predict the reactants needed to synthesize it. The reactants are: [Cl:1][C:2]1[C:7]([N:8]=[C:9]=[S:10])=[CH:6][CH:5]=[C:4]([CH3:11])[N:3]=1.[F:12][C:13]1[CH:26]=[CH:25][CH:24]=[C:23]([F:27])[C:14]=1[O:15][C:16]1[CH:21]=[CH:20][N:19]=[C:18]([NH2:22])[CH:17]=1. (3) Given the product [F:38][C@H:39]1[CH2:40][C@H:41]([C:44]([OH:46])=[O:45])[CH:3]([C:1](=[O:2])[NH:13][C:14]2[C:29]([F:30])=[CH:28][C:17]3[O:18][C:19]([F:26])([F:27])[C:20](=[O:25])[N:21]([CH2:22][C:23]#[CH:24])[C:16]=3[CH:15]=2)[CH2:43]1, predict the reactants needed to synthesize it. The reactants are: [C:1](C1NC=CN=1)([C:3]1NC=CN=1)=[O:2].[NH2:13][C:14]1[C:29]([F:30])=[CH:28][C:17]2[O:18][C:19]([F:27])([F:26])[C:20](=[O:25])[N:21]([CH2:22][C:23]#[CH:24])[C:16]=2[CH:15]=1.C(N(CC)CC)C.[F:38][C@@H:39]1[CH2:43]N[C@@H:41]([C:44]([OH:46])=[O:45])[CH2:40]1.Cl. (4) Given the product [Cl:20][C:21]1[CH:22]=[CH:23][C:24]([C:36]2[CH:37]=[N:38][C:39]([O:42][CH3:43])=[CH:40][CH:41]=2)=[C:25]([C:27]2[N:28]=[C:29]([N:32]([CH:33]3[CH2:35][CH2:34]3)[C:9](=[O:11])[C@H:8]([CH2:1][CH:2]3[CH2:7][CH2:6][CH2:5][CH2:4]3)[CH2:12][C:13]([OH:15])=[O:14])[S:30][CH:31]=2)[CH:26]=1.[Cl:20][C:21]1[CH:22]=[CH:23][C:24]([C:36]2[CH:37]=[N:38][C:39]([O:42][CH3:43])=[CH:40][CH:41]=2)=[C:25]([C:27]2[N:28]=[C:29]([NH:32][CH:33]3[CH2:35][CH2:34]3)[S:30][CH:31]=2)[CH:26]=1.[Br:55][C:56]1[CH:61]=[CH:60][C:59]([Cl:62])=[CH:58][C:57]=1[C:63]1[N:64]=[C:65]([NH:68][CH:69]2[CH2:71][CH2:70]2)[S:66][CH:67]=1, predict the reactants needed to synthesize it. The reactants are: [CH2:1]([C@H:8]([CH2:12][C:13]([O:15]C(C)(C)C)=[O:14])[C:9]([OH:11])=O)[C:2]1[CH:7]=[CH:6][CH:5]=[CH:4]C=1.[Cl:20][C:21]1[CH:22]=[CH:23][C:24]([C:36]2[CH:37]=[N:38][C:39]([O:42][CH3:43])=[CH:40][CH:41]=2)=[C:25]([C:27]2[N:28]=[C:29]([NH:32][CH:33]3[CH2:35][CH2:34]3)[S:30][CH:31]=2)[CH:26]=1.COC1N=CC(B(O)O)=CC=1.[Br:55][C:56]1[CH:61]=[CH:60][C:59]([Cl:62])=[CH:58][C:57]=1[C:63]1[N:64]=[C:65]([NH:68][CH:69]2[CH2:71][CH2:70]2)[S:66][CH:67]=1. (5) Given the product [CH3:13][O:12][S:9]([O-:14])(=[O:11])=[O:10].[CH2:1]([N+:3]([CH2:7][CH3:8])([CH2:4][CH2:5][OH:6])[CH3:13])[CH3:2], predict the reactants needed to synthesize it. The reactants are: [CH2:1]([N:3]([CH2:7][CH3:8])[CH2:4][CH2:5][OH:6])[CH3:2].[S:9]([O:14]C)([O:12][CH3:13])(=[O:11])=[O:10]. (6) Given the product [F:1][C:2]1[CH:3]=[CH:4][C:5]([CH2:6][N:7]2[CH2:12][CH2:11][CH2:10][C@@:9]3([CH2:17][CH2:16][CH2:15][CH2:14][C@H:13]3[NH:18][C:28]([NH:29][C:30]3[CH:35]=[CH:34][CH:33]=[C:32]([C:36]4[N:40]([CH3:41])[N:39]=[N:38][N:37]=4)[CH:31]=3)=[O:27])[CH2:8]2)=[CH:19][CH:20]=1, predict the reactants needed to synthesize it. The reactants are: [F:1][C:2]1[CH:20]=[CH:19][C:5]([CH2:6][N:7]2[CH2:12][CH2:11][CH2:10][C@@:9]3([CH2:17][CH2:16][CH2:15][CH2:14][C@H:13]3[NH2:18])[CH2:8]2)=[CH:4][CH:3]=1.C1([O:27][C:28](=O)[NH:29][C:30]2[CH:35]=[CH:34][CH:33]=[C:32]([C:36]3[N:40]([CH3:41])[N:39]=[N:38][N:37]=3)[CH:31]=2)C=CC=CC=1. (7) The reactants are: [NH2:1][C:2]1[C:11](Br)=[C:10]2[C:5]([C:6](=[O:23])[N:7]([C:16]3[CH:21]=[CH:20][C:19]([Cl:22])=[CH:18][CH:17]=3)[C:8]([CH:13]([CH3:15])[CH3:14])=[N:9]2)=[CH:4][CH:3]=1.[I:24]N1C(=O)CCC1=O. Given the product [NH2:1][C:2]1[C:11]([I:24])=[C:10]2[C:5]([C:6](=[O:23])[N:7]([C:16]3[CH:21]=[CH:20][C:19]([Cl:22])=[CH:18][CH:17]=3)[C:8]([CH:13]([CH3:15])[CH3:14])=[N:9]2)=[CH:4][CH:3]=1, predict the reactants needed to synthesize it. (8) Given the product [F:8][C:6]1[C:5]2[O:9][C:10]3[C:15]([C@@:16]4([CH2:20][O:19][C:18]([NH2:21])=[N:17]4)[C:4]=2[CH:3]=[C:2]([C:35]2[CH:30]=[N:31][CH:32]=[CH:33][CH:34]=2)[N:7]=1)=[CH:14][C:13]([C:22]1[C:23]([F:28])=[N:24][CH:25]=[CH:26][CH:27]=1)=[CH:12][CH:11]=3, predict the reactants needed to synthesize it. The reactants are: Cl[C:2]1[N:7]=[C:6]([F:8])[C:5]2[O:9][C:10]3[C:15]([C@@:16]4([CH2:20][O:19][C:18]([NH2:21])=[N:17]4)[C:4]=2[CH:3]=1)=[CH:14][C:13]([C:22]1[C:23]([F:28])=[N:24][CH:25]=[CH:26][CH:27]=1)=[CH:12][CH:11]=3.F[C:30]1[C:35](B(O)O)=[CH:34][CH:33]=[CH:32][N:31]=1.N1C=CC=C(B(O)O)C=1. (9) Given the product [CH2:1]([O:8][C:9]1[C:10]([C:32]([N:34]([CH2:38][CH2:39][OH:40])[CH:35]([CH3:37])[CH3:36])=[O:33])=[N:11][C:12]([CH2:16][C:17]2([C:22]3[CH:27]=[CH:26][CH:25]=[C:24]([C:28]([F:31])([F:29])[F:30])[CH:23]=3)[CH2:21][CH2:20][CH2:19][CH2:18]2)=[N:13][C:14]=1[OH:15])[C:2]1[CH:3]=[CH:4][CH:5]=[CH:6][CH:7]=1, predict the reactants needed to synthesize it. The reactants are: [CH2:1]([O:8][C:9]1[C:10]([C:32]([N:34]([CH2:38][CH2:39][O:40][Si](C(C)(C)C)(C)C)[CH:35]([CH3:37])[CH3:36])=[O:33])=[N:11][C:12]([CH2:16][C:17]2([C:22]3[CH:27]=[CH:26][CH:25]=[C:24]([C:28]([F:31])([F:30])[F:29])[CH:23]=3)[CH2:21][CH2:20][CH2:19][CH2:18]2)=[N:13][C:14]=1[OH:15])[C:2]1[CH:7]=[CH:6][CH:5]=[CH:4][CH:3]=1.OCCN(C(C)C)C(C1C(OCC2C=CC=CC=2)=C(O)N=C(CC2(C3C=CC(C(F)(F)F)=CC=3)CCCC2)N=1)=O. (10) Given the product [N:1]1[C:10]2[C:5](=[CH:6][CH:7]=[C:8]([C:11]3[CH:12]=[C:13]([CH:18]=[CH:19][CH:20]=3)[C:14]([OH:16])=[O:15])[N:9]=2)[CH:4]=[CH:3][C:2]=1[C:21]1[CH:22]=[C:23]([CH:28]=[CH:29][CH:30]=1)[C:24]([OH:26])=[O:25], predict the reactants needed to synthesize it. The reactants are: [N:1]1[C:10]2[C:5](=[CH:6][CH:7]=[C:8]([C:11]3[CH:12]=[C:13]([CH:18]=[CH:19][CH:20]=3)[C:14]([O:16]C)=[O:15])[N:9]=2)[CH:4]=[CH:3][C:2]=1[C:21]1[CH:22]=[C:23]([CH:28]=[CH:29][CH:30]=1)[C:24]([O:26]C)=[O:25].